From a dataset of NCI-60 drug combinations with 297,098 pairs across 59 cell lines. Regression. Given two drug SMILES strings and cell line genomic features, predict the synergy score measuring deviation from expected non-interaction effect. (1) Drug 1: CN(C)N=NC1=C(NC=N1)C(=O)N. Drug 2: CC1=C(C(=CC=C1)Cl)NC(=O)C2=CN=C(S2)NC3=CC(=NC(=N3)C)N4CCN(CC4)CCO. Cell line: SR. Synergy scores: CSS=0.221, Synergy_ZIP=-1.14, Synergy_Bliss=-5.20, Synergy_Loewe=-5.48, Synergy_HSA=-6.78. (2) Drug 1: C1=NNC2=C1C(=O)NC=N2. Drug 2: CC12CCC3C(C1CCC2OP(=O)(O)O)CCC4=C3C=CC(=C4)OC(=O)N(CCCl)CCCl.[Na+]. Cell line: HT29. Synergy scores: CSS=4.36, Synergy_ZIP=2.01, Synergy_Bliss=0.636, Synergy_Loewe=-0.356, Synergy_HSA=-1.94. (3) Synergy scores: CSS=19.6, Synergy_ZIP=0.674, Synergy_Bliss=4.55, Synergy_Loewe=-7.98, Synergy_HSA=4.34. Drug 1: CC1=C(N=C(N=C1N)C(CC(=O)N)NCC(C(=O)N)N)C(=O)NC(C(C2=CN=CN2)OC3C(C(C(C(O3)CO)O)O)OC4C(C(C(C(O4)CO)O)OC(=O)N)O)C(=O)NC(C)C(C(C)C(=O)NC(C(C)O)C(=O)NCCC5=NC(=CS5)C6=NC(=CS6)C(=O)NCCC[S+](C)C)O. Drug 2: C1CN(P(=O)(OC1)NCCCl)CCCl. Cell line: CCRF-CEM. (4) Drug 1: CC1C(C(CC(O1)OC2CC(CC3=C2C(=C4C(=C3O)C(=O)C5=C(C4=O)C(=CC=C5)OC)O)(C(=O)C)O)N)O.Cl. Drug 2: CC1CCCC2(C(O2)CC(NC(=O)CC(C(C(=O)C(C1O)C)(C)C)O)C(=CC3=CSC(=N3)C)C)C. Cell line: PC-3. Synergy scores: CSS=15.5, Synergy_ZIP=-5.10, Synergy_Bliss=-1.88, Synergy_Loewe=-2.25, Synergy_HSA=-2.08.